This data is from Full USPTO retrosynthesis dataset with 1.9M reactions from patents (1976-2016). The task is: Predict the reactants needed to synthesize the given product. (1) Given the product [CH3:29][N:19]([C@@H:14]1[C@H:15]([CH3:18])[CH2:16][CH2:17][NH:12][CH2:13]1)[C:20]1[C:21]2[CH:28]=[CH:27][NH:26][C:22]=2[N:23]=[CH:24][N:25]=1, predict the reactants needed to synthesize it. The reactants are: C(O)(=O)C.C([N:12]1[CH2:17][CH2:16][C@@H:15]([CH3:18])[C@@H:14]([N:19]([CH3:29])[C:20]2[C:21]3[CH:28]=[CH:27][NH:26][C:22]=3[N:23]=[CH:24][N:25]=2)[CH2:13]1)C1C=CC=CC=1.[H][H].ClCCl. (2) Given the product [Si:6]([O:14][CH2:15][C:16]1[CH:17]=[C:18]([CH:31]=[CH:32][CH:33]=1)[CH2:19][N:20]1[C:21](=[O:30])[C:22]2[C:27](=[CH:26][CH:25]=[CH:24][CH:23]=2)[C:28]1=[O:29])([C:9]([CH3:12])([CH3:11])[CH3:10])([CH3:8])[CH3:7], predict the reactants needed to synthesize it. The reactants are: N1C=CN=C1.[Si:6](Cl)([C:9]([CH3:12])([CH3:11])[CH3:10])([CH3:8])[CH3:7].[OH:14][CH2:15][C:16]1[CH:17]=[C:18]([CH:31]=[CH:32][CH:33]=1)[CH2:19][N:20]1[C:28](=[O:29])[C:27]2[C:22](=[CH:23][CH:24]=[CH:25][CH:26]=2)[C:21]1=[O:30].O. (3) Given the product [Br:28][CH2:19][CH2:18][C:17]1[C:16]2[C:11](=[CH:12][CH:13]=[CH:14][CH:15]=2)[NH:10][C:9]=1[CH:6]1[CH2:7][CH2:8][C:3]([C:21]2[CH:26]=[CH:25][CH:24]=[CH:23][CH:22]=2)([N:2]([CH3:27])[CH3:1])[CH2:4][CH2:5]1, predict the reactants needed to synthesize it. The reactants are: [CH3:1][N:2]([CH3:27])[C:3]1([C:21]2[CH:26]=[CH:25][CH:24]=[CH:23][CH:22]=2)[CH2:8][CH2:7][CH:6]([C:9]2[NH:10][C:11]3[C:16]([C:17]=2[CH2:18][CH2:19]O)=[CH:15][CH:14]=[CH:13][CH:12]=3)[CH2:5][CH2:4]1.[Br:28]C(Br)(Br)Br.C1(P(C2C=CC=CC=2)C2C=CC=CC=2)C=CC=CC=1. (4) The reactants are: [Br:1][C:2]1[CH:11]=[C:10]2[C:5]([CH:6]=[CH:7][N:8]=[C:9]2[OH:12])=[CH:4][CH:3]=1.Br[CH2:14][C:15]1[CH:16]=[C:17]([CH:22]=[CH:23][CH:24]=1)[C:18]([O:20][CH3:21])=[O:19].C(=O)([O-])[O-].[Cs+].[Cs+]. Given the product [CH3:21][O:20][C:18](=[O:19])[C:17]1[CH:22]=[CH:23][CH:24]=[C:15]([CH2:14][N:8]2[CH:7]=[CH:6][C:5]3[C:10](=[CH:11][C:2]([Br:1])=[CH:3][CH:4]=3)[C:9]2=[O:12])[CH:16]=1, predict the reactants needed to synthesize it. (5) Given the product [Cl:1][C:2]1[CH:7]=[CH:6][C:5]([C:8]2[CH:9]=[C:10]([C:20]([N:31]3[CH2:32][CH2:33][CH2:34][N:30]3[C:28]([O:27][C:24]([CH3:26])([CH3:25])[CH3:23])=[O:29])=[O:22])[CH:11]=[N:12][C:13]=2[O:14][CH2:15][C:16]([F:18])([F:19])[F:17])=[CH:4][CH:3]=1, predict the reactants needed to synthesize it. The reactants are: [Cl:1][C:2]1[CH:7]=[CH:6][C:5]([C:8]2[CH:9]=[C:10]([C:20]([OH:22])=O)[CH:11]=[N:12][C:13]=2[O:14][CH2:15][C:16]([F:19])([F:18])[F:17])=[CH:4][CH:3]=1.[CH3:23][C:24]([O:27][C:28]([N:30]1[CH2:34][CH2:33][CH2:32][NH:31]1)=[O:29])([CH3:26])[CH3:25]. (6) Given the product [CH3:24][C:16]1([CH3:25])[CH2:15][CH:14]([O:13][S:2]([CH3:1])(=[O:4])=[O:3])[CH2:19][CH2:18][CH:17]1[C:20]([O:22][CH3:23])=[O:21], predict the reactants needed to synthesize it. The reactants are: [CH3:1][S:2](Cl)(=[O:4])=[O:3].C(N(CC)CC)C.[OH:13][CH:14]1[CH2:19][CH2:18][CH:17]([C:20]([O:22][CH3:23])=[O:21])[C:16]([CH3:25])([CH3:24])[CH2:15]1. (7) Given the product [C:48]([C@@H:6]1[CH2:7][N:8]([C:18]2[CH:23]=[CH:22][N:21]3[N:24]=[CH:25][C:26]([C:27]([N:28]([CH2:29][C:30]4[CH:35]=[CH:34][C:33]([O:36][CH3:37])=[CH:32][CH:31]=4)[CH2:38][C:39]4[CH:40]=[CH:41][C:42]([O:45][CH3:46])=[CH:43][CH:44]=4)=[O:47])=[C:20]3[CH:19]=2)[C@@H:9]([C:11]2[CH:16]=[CH:15][CH:14]=[C:13]([F:17])[CH:12]=2)[CH2:10]1)#[N:49], predict the reactants needed to synthesize it. The reactants are: CS(O[C@@H:6]1[CH2:10][C@H:9]([C:11]2[CH:16]=[CH:15][CH:14]=[C:13]([F:17])[CH:12]=2)[N:8]([C:18]2[CH:23]=[CH:22][N:21]3[N:24]=[CH:25][C:26]([C:27](=[O:47])[N:28]([CH2:38][C:39]4[CH:44]=[CH:43][C:42]([O:45][CH3:46])=[CH:41][CH:40]=4)[CH2:29][C:30]4[CH:35]=[CH:34][C:33]([O:36][CH3:37])=[CH:32][CH:31]=4)=[C:20]3[CH:19]=2)[CH2:7]1)(=O)=O.[C-:48]#[N:49].[K+]. (8) The reactants are: [F:1][C:2]1[CH:7]=[CH:6][C:5]([N:8]2[C:11](=[O:12])[CH:10]([CH2:13][CH2:14][CH:15]([C:17]3[CH:22]=[CH:21][C:20]([F:23])=[CH:19][CH:18]=3)[OH:16])[CH:9]2[C:24]2[CH:33]=[CH:32][C:27]([C:28]([NH:30]O)=[NH:29])=[CH:26][CH:25]=2)=[CH:4][CH:3]=1.[H][H].S([O-])([O-])(=O)=O.[Mg+2]. Given the product [F:1][C:2]1[CH:3]=[CH:4][C:5]([N:8]2[C:11](=[O:12])[CH:10]([CH2:13][CH2:14][CH:15]([C:17]3[CH:22]=[CH:21][C:20]([F:23])=[CH:19][CH:18]=3)[OH:16])[CH:9]2[C:24]2[CH:33]=[CH:32][C:27]([C:28]([NH2:30])=[NH:29])=[CH:26][CH:25]=2)=[CH:6][CH:7]=1, predict the reactants needed to synthesize it. (9) Given the product [C:16]([C:15]1[C:22]([S:25][C:26]2[CH:27]=[CH:28][C:29]([S:32]([N:35]3[CH2:40][CH2:39][CH2:38][CH2:37][CH2:36]3)(=[O:33])=[O:34])=[CH:30][CH:31]=2)=[CH:23][N:24]=[C:13]([NH:12][S:9]([C:3]2[CH:4]=[CH:5][C:6]([Cl:8])=[CH:7][C:2]=2[Cl:1])(=[O:10])=[O:11])[CH:14]=1)(=[O:17])[CH2:41][CH2:42][CH3:43], predict the reactants needed to synthesize it. The reactants are: [Cl:1][C:2]1[CH:7]=[C:6]([Cl:8])[CH:5]=[CH:4][C:3]=1[S:9]([NH:12][C:13]1[CH:14]=[C:15]([C:22]([S:25][C:26]2[CH:31]=[CH:30][C:29]([S:32]([N:35]3[CH2:40][CH2:39][CH2:38][CH2:37][CH2:36]3)(=[O:34])=[O:33])=[CH:28][CH:27]=2)=[CH:23][N:24]=1)[C:16](N(OC)C)=[O:17])(=[O:11])=[O:10].[CH2:41]([Mg]Cl)[CH2:42][CH3:43]. (10) Given the product [N:16]1[C:17]2[C:12](=[CH:11][C:10](/[CH:9]=[C:5]3/[C:6](=[O:8])[N:7]=[C:3]([NH:26][CH2:25][C:21]4[S:20][CH:24]=[CH:23][CH:22]=4)[S:4]/3)=[CH:19][CH:18]=2)[CH:13]=[N:14][CH:15]=1, predict the reactants needed to synthesize it. The reactants are: CS[C:3]1[S:4][C:5](=[CH:9][C:10]2[CH:11]=[C:12]3[C:17](=[CH:18][CH:19]=2)[N:16]=[CH:15][N:14]=[CH:13]3)[C:6](=[O:8])[N:7]=1.[S:20]1[CH:24]=[CH:23][CH:22]=[C:21]1[CH2:25][NH2:26].C(N(C(C)C)CC)(C)C.